Regression. Given a peptide amino acid sequence and an MHC pseudo amino acid sequence, predict their binding affinity value. This is MHC class II binding data. From a dataset of Peptide-MHC class II binding affinity with 134,281 pairs from IEDB. The peptide sequence is SQDLEGSWNLNGLQAY. The MHC is HLA-DQA10101-DQB10501 with pseudo-sequence HLA-DQA10101-DQB10501. The binding affinity (normalized) is 0.749.